From a dataset of Full USPTO retrosynthesis dataset with 1.9M reactions from patents (1976-2016). Predict the reactants needed to synthesize the given product. (1) Given the product [Cl:17][CH2:18][C:19]1[N:1]=[C:2]2[C:7]([I:8])=[CH:6][N:5]([C:9]3[CH:10]=[CH:11][C:12]([F:15])=[CH:13][CH:14]=3)[C:4](=[O:16])[N:3]2[CH:21]=1, predict the reactants needed to synthesize it. The reactants are: [NH2:1][C:2]1[C:7]([I:8])=[CH:6][N:5]([C:9]2[CH:14]=[CH:13][C:12]([F:15])=[CH:11][CH:10]=2)[C:4](=[O:16])[N:3]=1.[Cl:17][CH2:18][C:19]([CH2:21]Cl)=O.ClCC1N=C2C=CN(C3C=CC(F)=CC=3)C(=O)N2C=1. (2) The reactants are: [F:1][C:2]1[CH:20]=[CH:19][C:5]([CH2:6][N:7]2[C:11]3=[CH:12][N:13]=[C:14]([C:16]([OH:18])=O)[CH:15]=[C:10]3[CH:9]=[CH:8]2)=[CH:4][CH:3]=1.Cl.[OH:22][CH2:23][CH2:24][CH2:25][NH:26][OH:27]. Given the product [F:1][C:2]1[CH:3]=[CH:4][C:5]([CH2:6][N:7]2[C:11]3=[CH:12][N:13]=[C:14]([C:16]([N:26]([OH:27])[CH2:25][CH2:24][CH2:23][OH:22])=[O:18])[CH:15]=[C:10]3[CH:9]=[CH:8]2)=[CH:19][CH:20]=1, predict the reactants needed to synthesize it. (3) Given the product [CH3:20][S:21]([O:1][C@H:2]1[CH2:6][CH2:5][N:4]([C:7]([O:9][CH2:10][C:11]2[CH:16]=[CH:15][C:14]([N+:17]([O-:19])=[O:18])=[CH:13][CH:12]=2)=[O:8])[CH2:3]1)(=[O:23])=[O:22], predict the reactants needed to synthesize it. The reactants are: [OH:1][C@H:2]1[CH2:6][CH2:5][N:4]([C:7]([O:9][CH2:10][C:11]2[CH:16]=[CH:15][C:14]([N+:17]([O-:19])=[O:18])=[CH:13][CH:12]=2)=[O:8])[CH2:3]1.[CH3:20][S:21](Cl)(=[O:23])=[O:22].C(N(CC)CC)C. (4) Given the product [C@@H:4]12[CH2:3][CH2:2][CH2:1][C@@H:9]1[CH2:8][CH2:7][CH2:6][C@@H:5]2[OH:16], predict the reactants needed to synthesize it. The reactants are: [CH:1]1(O)[C:9]2[C:4](=[CH:5][CH:6]=[CH:7][CH:8]=2)[CH2:3][CH2:2]1.C(Cl)(Cl)Cl.[N+](C1C=C([N+]([O-])=O)C=CC=1C([O-])=O)([O-])=[O:16]. (5) Given the product [N:20]1([CH2:26][CH:27]([NH:34][C:17]([C:6]2[C:7]([NH:9][CH2:10][CH:11]3[CH2:12][CH2:13][CH2:14][CH2:15][CH2:16]3)=[N:8][C:3]([C:1]#[N:2])=[N:4][CH:5]=2)=[O:19])[C:28]2[CH:29]=[CH:30][CH:31]=[CH:32][CH:33]=2)[CH2:25][CH2:24][O:23][CH2:22][CH2:21]1, predict the reactants needed to synthesize it. The reactants are: [C:1]([C:3]1[N:8]=[C:7]([NH:9][CH2:10][CH:11]2[CH2:16][CH2:15][CH2:14][CH2:13][CH2:12]2)[C:6]([C:17]([OH:19])=O)=[CH:5][N:4]=1)#[N:2].[N:20]1([CH2:26][CH:27]([NH2:34])[C:28]2[CH:33]=[CH:32][CH:31]=[CH:30][CH:29]=2)[CH2:25][CH2:24][O:23][CH2:22][CH2:21]1.CCN=C=NCCCN(C)C.Cl.O.C1C=NC2N(O)N=NC=2C=1.